From a dataset of Full USPTO retrosynthesis dataset with 1.9M reactions from patents (1976-2016). Predict the reactants needed to synthesize the given product. (1) Given the product [CH3:19][O:13][C:12](=[O:14])[CH2:11][CH2:10][C:7]1[CH:8]=[CH:9][C:4]([C:1]([OH:3])=[O:2])=[CH:5][CH:6]=1, predict the reactants needed to synthesize it. The reactants are: [C:1]([C:4]1[CH:9]=[CH:8][C:7]([CH2:10][CH2:11][C:12]([OH:14])=[O:13])=[CH:6][CH:5]=1)([OH:3])=[O:2].S(Cl)(Cl)=O.[CH3:19]O. (2) Given the product [Br:15][CH2:16][CH2:17][CH2:18][CH2:19][CH2:20][CH2:21][O:14][CH2:13][CH2:12][CH2:11][CH2:10][C:7]1[CH:6]=[CH:5][C:4]([N+:1]([O-:3])=[O:2])=[CH:9][CH:8]=1, predict the reactants needed to synthesize it. The reactants are: [N+:1]([C:4]1[CH:9]=[CH:8][C:7]([CH2:10][CH2:11][CH2:12][CH2:13][OH:14])=[CH:6][CH:5]=1)([O-:3])=[O:2].[Br:15][CH2:16][CH2:17][CH2:18][CH2:19][CH2:20][CH2:21]Br.[OH-].[Na+]. (3) Given the product [CH3:30][N:29]([CH3:32])[C:28]1[CH:27]=[CH:9][C:4]([NH:5][C:6]([C:7]2[CH:13]=[CH:12][NH:11][N:8]=2)=[O:14])=[CH:3][CH:2]=1, predict the reactants needed to synthesize it. The reactants are: N1[N:5]2[C:6](=[O:14])[C:7]3[N:8]([N:11]=[CH:12][CH:13]=3)[C:9](=O)[C:4]2=[CH:3][CH:2]=1.Cl.Cl.CN(NC1C=CC=CC=1)C.[CH3:27][CH2:28][N:29]([CH2:32]C)[CH2:30]C. (4) Given the product [CH3:48][C:45]1[CH:46]=[CH:47][C:42]([S:39]([O:38][CH2:37][C:30]23[CH2:31][CH2:32][C:33]([C:4]4[CH:5]=[C:6]([O:9][CH:10]5[CH2:15][CH2:14][CH2:13][CH2:12][O:11]5)[C:7]([F:8])=[C:2]([F:1])[CH:3]=4)([CH2:34][CH2:35]2)[O:28][CH2:29]3)(=[O:41])=[O:40])=[CH:43][CH:44]=1, predict the reactants needed to synthesize it. The reactants are: [F:1][C:2]1[CH:3]=[C:4]([Mg]Br)[CH:5]=[C:6]([O:9][CH:10]2[CH2:15][CH2:14][CH2:13][CH2:12][O:11]2)[C:7]=1[F:8].CC1C=CC(S([O:28][CH2:29][C:30]2([CH2:37][O:38][S:39]([C:42]3[CH:47]=[CH:46][C:45]([CH3:48])=[CH:44][CH:43]=3)(=[O:41])=[O:40])[CH2:35][CH2:34][C:33](=O)[CH2:32][CH2:31]2)(=O)=O)=CC=1.[OH-].[Na+]. (5) The reactants are: Br[C:2]1[N:6]2[N:7]=[C:8]([NH:11][CH2:12][CH2:13][O:14][CH:15]3[CH2:19][CH2:18][CH2:17][CH2:16]3)[CH:9]=[CH:10][C:5]2=[N:4][CH:3]=1.[C:20]([O:24][C:25]([NH:27][CH2:28][C:29]1[CH:34]=[CH:33][C:32](B(O)O)=[CH:31][CH:30]=1)=[O:26])([CH3:23])([CH3:22])[CH3:21]. Given the product [CH:15]1([O:14][CH2:13][CH2:12][NH:11][C:8]2[CH:9]=[CH:10][C:5]3[N:6]([C:2]([C:32]4[CH:33]=[CH:34][C:29]([CH2:28][NH:27][C:25](=[O:26])[O:24][C:20]([CH3:21])([CH3:22])[CH3:23])=[CH:30][CH:31]=4)=[CH:3][N:4]=3)[N:7]=2)[CH2:19][CH2:18][CH2:17][CH2:16]1, predict the reactants needed to synthesize it. (6) Given the product [CH:1]([NH:4][C:5]([C:7]1[C:15]2[C:10](=[N:11][CH:12]=[C:13]([C:16]3[C:24]4[C:19](=[CH:20][C:21]([F:25])=[CH:22][CH:23]=4)[N:18]([CH:26]4[CH2:27][NH:28][CH2:29]4)[N:17]=3)[N:14]=2)[NH:9][CH:8]=1)=[O:6])([CH3:3])[CH3:2], predict the reactants needed to synthesize it. The reactants are: [CH:1]([NH:4][C:5]([C:7]1[C:15]2[C:10](=[N:11][CH:12]=[C:13]([C:16]3[C:24]4[C:19](=[CH:20][C:21]([F:25])=[CH:22][CH:23]=4)[N:18]([CH:26]4[CH2:29][NH:28][CH2:27]4)[N:17]=3)[N:14]=2)[N:9](COCC[Si](C)(C)C)[CH:8]=1)=[O:6])([CH3:3])[CH3:2].C(O)(C(F)(F)F)=O.C(N)CN. (7) Given the product [C:1]([O:5][C:6](=[O:17])[NH:7][C@H:8]([C:11]1[CH:12]=[CH:13][CH:14]=[CH:15][CH:16]=1)[CH2:9][NH:10][CH:21]1[CH2:22][CH2:23][O:18][CH2:19][CH2:20]1)([CH3:4])([CH3:2])[CH3:3], predict the reactants needed to synthesize it. The reactants are: [C:1]([O:5][C:6](=[O:17])[NH:7][C@H:8]([C:11]1[CH:16]=[CH:15][CH:14]=[CH:13][CH:12]=1)[CH2:9][NH2:10])([CH3:4])([CH3:3])[CH3:2].[O:18]1[CH2:23][CH2:22][C:21](=O)[CH2:20][CH2:19]1.[BH-](OC(C)=O)(OC(C)=O)OC(C)=O.[Na+].